This data is from Forward reaction prediction with 1.9M reactions from USPTO patents (1976-2016). The task is: Predict the product of the given reaction. (1) Given the reactants [CH2:1]([N:8]([CH2:12][C:13]1[CH:18]=[C:17]([C:19]([F:22])([F:21])[F:20])[CH:16]=[CH:15][C:14]=1Br)[C:9](=[O:11])[CH3:10])[C:2]1[CH:7]=[CH:6][CH:5]=[CH:4][CH:3]=1.[B:24]1([B:24]2[O:28][C:27]([CH3:30])([CH3:29])[C:26]([CH3:32])([CH3:31])[O:25]2)[O:28][C:27]([CH3:30])([CH3:29])[C:26]([CH3:32])([CH3:31])[O:25]1, predict the reaction product. The product is: [CH2:1]([N:8]([CH2:12][C:13]1[CH:18]=[C:17]([C:19]([F:22])([F:21])[F:20])[CH:16]=[CH:15][C:14]=1[B:24]1[O:28][C:27]([CH3:30])([CH3:29])[C:26]([CH3:32])([CH3:31])[O:25]1)[C:9](=[O:11])[CH3:10])[C:2]1[CH:7]=[CH:6][CH:5]=[CH:4][CH:3]=1. (2) Given the reactants [CH:1]1([C:4]([NH:6][C:7]2[S:8][C:9]3[C:14]([N:15]=2)=[CH:13][CH:12]=[C:11]([O:16][C:17]2[CH:18]=[C:19]([CH:23]=[CH:24][CH:25]=2)C(O)=O)[N:10]=3)=[O:5])[CH2:3][CH2:2]1.C1(P([N:40]=[N+]=[N-])(C2C=CC=CC=2)=O)C=CC=CC=1.C(N(CC)CC)C.CN(C)C=O, predict the reaction product. The product is: [NH2:40][C:19]1[CH:18]=[C:17]([CH:25]=[CH:24][CH:23]=1)[O:16][C:11]1[N:10]=[C:9]2[S:8][C:7]([NH:6][C:4]([CH:1]3[CH2:2][CH2:3]3)=[O:5])=[N:15][C:14]2=[CH:13][CH:12]=1. (3) Given the reactants Cl[C:2]1[N:7]=[C:6]([Cl:8])[N:5]=[C:4]([N:9]2[CH2:14][CH2:13][O:12][CH2:11][CH2:10]2)[N:3]=1.[OH:15][CH:16]1[CH2:21][CH2:20][N:19]([C:22]([O:24][C:25]([CH3:28])([CH3:27])[CH3:26])=[O:23])[CH2:18][CH2:17]1.[H-].[Na+], predict the reaction product. The product is: [Cl:8][C:6]1[N:5]=[C:4]([N:9]2[CH2:14][CH2:13][O:12][CH2:11][CH2:10]2)[N:3]=[C:2]([O:15][CH:16]2[CH2:17][CH2:18][N:19]([C:22]([O:24][C:25]([CH3:28])([CH3:27])[CH3:26])=[O:23])[CH2:20][CH2:21]2)[N:7]=1. (4) The product is: [CH3:10][C@@H:6]1[NH:5][C@@H:4]([CH3:3])[CH2:9][N:8]([C:23]([O:22][C:18]([CH3:21])([CH3:20])[CH3:19])=[O:24])[CH2:7]1. Given the reactants Cl.Cl.[CH3:3][C@H:4]1[CH2:9][NH:8][CH2:7][C@H:6]([CH3:10])[NH:5]1.C(N(CC)CC)C.[C:18]([O:22][C:23](O[C:23]([O:22][C:18]([CH3:21])([CH3:20])[CH3:19])=[O:24])=[O:24])([CH3:21])([CH3:20])[CH3:19], predict the reaction product. (5) Given the reactants ClC1C(N2CC(COC3C(C4CC4)=CC(C(OC)=O)=C(F)C=3)(C)C2)=[N:4][CH:5]=[C:6]([C:8]([F:11])([F:10])[F:9])C=1.[Cl:33][C:34]1C(C(F)(F)F)=CN=[C:36]([N:44]2[CH2:47][C:46]([CH2:49][O:50][C:51]3[C:60]([CH:61]4[CH2:63][CH2:62]4)=[CH:59][C:54]([C:55]([O:57]C)=[O:56])=[C:53]([F:64])[CH:52]=3)([CH3:48])[CH2:45]2)[CH:35]=1, predict the reaction product. The product is: [Cl:33][C:34]1[CH:35]=[C:36]([N:44]2[CH2:47][C:46]([CH2:49][O:50][C:51]3[C:60]([CH:61]4[CH2:62][CH2:63]4)=[CH:59][C:54]([C:55]([OH:57])=[O:56])=[C:53]([F:64])[CH:52]=3)([CH3:48])[CH2:45]2)[C:6]([C:8]([F:11])([F:10])[F:9])=[CH:5][N:4]=1. (6) Given the reactants [CH3:1][O:2][CH2:3][CH2:4][N:5]1[CH2:10][CH2:9][NH:8][CH2:7][CH2:6]1.[H-].[Na+].Cl[C:14]1[CH:19]=[CH:18][C:17]([N+:20]([O-:22])=[O:21])=[CH:16][N:15]=1, predict the reaction product. The product is: [CH3:1][O:2][CH2:3][CH2:4][N:5]1[CH2:10][CH2:9][N:8]([C:14]2[CH:19]=[CH:18][C:17]([N+:20]([O-:22])=[O:21])=[CH:16][N:15]=2)[CH2:7][CH2:6]1. (7) Given the reactants [Cl:1][C:2]1[N:6]([C:7]2[CH:12]=[C:11](Cl)[N:10]=[CH:9][N:8]=2)[C:5]2[CH:14]=[CH:15][CH:16]=[CH:17][C:4]=2[N:3]=1.[NH3:18], predict the reaction product. The product is: [Cl:1][C:2]1[N:6]([C:7]2[N:8]=[CH:9][N:10]=[C:11]([NH2:18])[CH:12]=2)[C:5]2[CH:14]=[CH:15][CH:16]=[CH:17][C:4]=2[N:3]=1.